Task: Predict the reaction yield, written as a fraction of the theoretical maximum amount of product (1.0 means a 100% yield; for example, 0.34 means a 34% yield).. Dataset: Reaction yield outcomes from USPTO patents with 853,638 reactions The reactants are [H-].[H-].[H-].[H-].[Li+].[Al+3].[O:7]1[CH2:12][CH2:11][CH:10]([CH2:13][C:14](O)=[O:15])[CH2:9][CH2:8]1. The catalyst is C1COCC1. The product is [O:7]1[CH2:12][CH2:11][CH:10]([CH2:13][CH2:14][OH:15])[CH2:9][CH2:8]1. The yield is 0.900.